This data is from Peptide-MHC class II binding affinity with 134,281 pairs from IEDB. The task is: Regression. Given a peptide amino acid sequence and an MHC pseudo amino acid sequence, predict their binding affinity value. This is MHC class II binding data. The MHC is DRB1_0701 with pseudo-sequence DRB1_0701. The peptide sequence is QASVNGVTLIGESVK. The binding affinity (normalized) is 0.262.